Dataset: Forward reaction prediction with 1.9M reactions from USPTO patents (1976-2016). Task: Predict the product of the given reaction. (1) Given the reactants [CH2:1]([N:4]1[CH2:12][CH:11]2[C:6]([C:22]3[S:23][CH:24]=[C:25]([Br:27])[CH:26]=3)([N:7]=[C:8]([NH:13][C:14](=[O:21])[C:15]3[CH:20]=[CH:19][CH:18]=[CH:17][CH:16]=3)[S:9][CH2:10]2)[CH2:5]1)[CH:2]=[CH2:3].CN(C)CC, predict the reaction product. The product is: [CH2:1]([N:4]1[CH2:12][C@@H:11]2[C@@:6]([C:22]3[S:23][CH:24]=[C:25]([Br:27])[CH:26]=3)([N:7]=[C:8]([NH:13][C:14](=[O:21])[C:15]3[CH:20]=[CH:19][CH:18]=[CH:17][CH:16]=3)[S:9][CH2:10]2)[CH2:5]1)[CH:2]=[CH2:3]. (2) The product is: [ClH:1].[C:5]([O:4][CH:3]([O:26][C:24](=[O:25])[CH2:23][CH2:22][C:21](=[O:27])[CH2:20][NH2:19])[CH2:2][CH2:10][CH3:11])(=[O:9])[CH2:6][CH2:7][CH3:8]. Given the reactants [Cl:1][CH:2]([CH2:10][CH3:11])[CH2:3][O:4][C:5](=[O:9])[CH2:6][CH2:7][CH3:8].C(OC([NH:19][CH2:20][C:21](=[O:27])[CH2:22][CH2:23][C:24]([OH:26])=[O:25])=O)(C)(C)C, predict the reaction product. (3) Given the reactants [CH:1]([C:4]1[CH:5]=[C:6]([NH2:14])[C:7]([NH2:13])=[CH:8][C:9]=1[S:10][C:11]#[N:12])([CH3:3])[CH3:2].[C:15](O[C:15]([O:17][C:18]([CH3:21])([CH3:20])[CH3:19])=[O:16])([O:17][C:18]([CH3:21])([CH3:20])[CH3:19])=[O:16], predict the reaction product. The product is: [C:18]([O:17][C:15](=[O:16])[NH:13][C:7]1[CH:8]=[C:9]([S:10][C:11]#[N:12])[C:4]([CH:1]([CH3:3])[CH3:2])=[CH:5][C:6]=1[NH:14][C:15]([O:17][C:18]([CH3:21])([CH3:20])[CH3:19])=[O:16])([CH3:21])([CH3:20])[CH3:19]. (4) Given the reactants FC(F)(F)S(O[C:7]1[C:8]2[CH2:24][S:23](=[O:32])(=[N:25][C:26](=[O:31])[C:27]([F:30])([F:29])[F:28])[CH2:22][C:9]=2[N:10]=[C:11]([C:13]2[CH:18]=[CH:17][C:16]([O:19][CH3:20])=[C:15]([F:21])[CH:14]=2)[N:12]=1)(=O)=O.[NH:35]1[C:43]2[C:38](=[CH:39][CH:40]=[C:41]([O:44][CH2:45][C:46]([N:48]([CH3:50])[CH3:49])=[O:47])[CH:42]=2)[CH2:37][CH2:36]1, predict the reaction product. The product is: [CH3:49][N:48]([CH3:50])[C:46](=[O:47])[CH2:45][O:44][C:41]1[CH:42]=[C:43]2[C:38]([CH2:37][CH2:36][N:35]2[C:7]2[C:8]3[CH2:24][S:23](=[N:25][C:26](=[O:31])[C:27]([F:30])([F:28])[F:29])(=[O:32])[CH2:22][C:9]=3[N:10]=[C:11]([C:13]3[CH:18]=[CH:17][C:16]([O:19][CH3:20])=[C:15]([F:21])[CH:14]=3)[N:12]=2)=[CH:39][CH:40]=1. (5) Given the reactants [CH3:1][C:2]1[C:3]([N+:16]([O-:18])=[O:17])=[CH:4][C:5]([N+:13]([O-:15])=[O:14])=[C:6]([CH:12]=1)[C:7]([O:9][CH2:10][CH3:11])=[O:8].C[C:20]([N:22]([CH3:24])[CH3:23])=O, predict the reaction product. The product is: [CH3:20][N:22]([CH3:24])/[CH:23]=[CH:1]/[C:2]1[C:3]([N+:16]([O-:18])=[O:17])=[CH:4][C:5]([N+:13]([O-:15])=[O:14])=[C:6]([CH:12]=1)[C:7]([O:9][CH2:10][CH3:11])=[O:8].